Dataset: Reaction yield outcomes from USPTO patents with 853,638 reactions. Task: Predict the reaction yield, written as a fraction of the theoretical maximum amount of product (1.0 means a 100% yield; for example, 0.34 means a 34% yield). (1) The product is [CH3:15][N:16]([CH3:20])[CH2:17][CH2:18][O:19][C:2]1[C:7]([C:8]([F:11])([F:10])[F:9])=[CH:6][C:5]([N+:12]([O-:14])=[O:13])=[CH:4][N:3]=1. The reactants are Cl[C:2]1[C:7]([C:8]([F:11])([F:10])[F:9])=[CH:6][C:5]([N+:12]([O-:14])=[O:13])=[CH:4][N:3]=1.[CH3:15][N:16]([CH3:20])[CH2:17][CH2:18][OH:19].[H-].[Na+]. The catalyst is C1COCC1. The yield is 0.780. (2) The reactants are [H-].[Na+].[O:3]1[CH2:8][CH2:7][NH:6][C:5]2[CH:9]=[CH:10][CH:11]=[CH:12][C:4]1=2.I[CH3:14]. The catalyst is O1CCCC1. The product is [CH3:14][N:6]1[CH2:7][CH2:8][O:3][C:4]2[CH:12]=[CH:11][CH:10]=[CH:9][C:5]1=2. The yield is 0.500. (3) The reactants are CC(C)([O-])C.[K+].[C:7]([O:16][CH3:17])(=[O:15])[CH2:8][CH2:9][CH2:10][C:11]([O:13]C)=O.[CH:18](OC)=O.[NH2:22][C:23]([NH2:25])=[S:24]. The catalyst is C(OC)(C)(C)C.CO. The product is [O:13]=[C:11]1[C:10]([CH2:9][CH2:8][C:7]([O:16][CH3:17])=[O:15])=[CH:18][NH:25][C:23](=[S:24])[NH:22]1. The yield is 0.302. (4) The reactants are [NH2:1][C:2]1[CH:3]=[C:4]([C:8]2[C:12]([Br:13])=[CH:11][N:10]([CH3:14])[N:9]=2)[CH:5]=[CH:6][CH:7]=1.[F:15][C:16]1[CH:17]=[C:18]([CH2:22][C:23](O)=[O:24])[CH:19]=[CH:20][CH:21]=1.O.ON1C2C=CC=CC=2N=N1.F[P-](F)(F)(F)(F)F.N1(OC(N(C)C)=[N+](C)C)C2C=CC=CC=2N=N1.C(N(CC)C(C)C)(C)C. The catalyst is C(Cl)(Cl)Cl.[Cl-].[Na+].O. The product is [Br:13][C:12]1[C:8]([C:4]2[CH:3]=[C:2]([NH:1][C:23](=[O:24])[CH2:22][C:18]3[CH:19]=[CH:20][CH:21]=[C:16]([F:15])[CH:17]=3)[CH:7]=[CH:6][CH:5]=2)=[N:9][N:10]([CH3:14])[CH:11]=1. The yield is 0.260. (5) The reactants are [CH2:1]([O:8][C:9](=[O:18])[NH:10][CH2:11][CH:12]1[CH2:17][CH2:16][NH:15][CH2:14][CH2:13]1)[C:2]1[CH:7]=[CH:6][CH:5]=[CH:4][CH:3]=1.[O:19]1[C:21]2([CH2:26][CH2:25][O:24][CH2:23][CH2:22]2)[CH2:20]1. The catalyst is CO. The product is [CH2:1]([O:8][C:9](=[O:18])[NH:10][CH2:11][CH:12]1[CH2:13][CH2:14][N:15]([CH2:20][C:21]2([OH:19])[CH2:26][CH2:25][O:24][CH2:23][CH2:22]2)[CH2:16][CH2:17]1)[C:2]1[CH:7]=[CH:6][CH:5]=[CH:4][CH:3]=1. The yield is 0.490. (6) The reactants are [Br:1][C:2]1[CH:3]=[C:4]([CH:7]=O)[S:5][CH:6]=1.[CH3:9][NH:10][CH3:11].[BH-](OC(C)=O)(OC(C)=O)OC(C)=O.[Na+].CC(O)=O. The product is [Br:1][C:2]1[CH:3]=[C:4]([CH2:7][N:10]([CH3:11])[CH3:9])[S:5][CH:6]=1. The catalyst is ClCCCl. The yield is 0.770. (7) The reactants are [CH3:1][O:2][C:3]1[CH:4]=[C:5]2[C:10](=[CH:11][C:12]=1[O:13][CH3:14])[N:9]=[CH:8][CH:7]=[C:6]2[O:15][C:16]1[CH:22]=[CH:21][C:19]([NH2:20])=[CH:18][CH:17]=1.Cl[C:24](Cl)([O:26][C:27](=[O:33])OC(Cl)(Cl)Cl)Cl.[CH2:35]([N:37]([CH2:41]C)[CH2:38][CH2:39]O)[CH3:36].C(=O)(O)[O-].[Na+]. The catalyst is C(Cl)Cl.C(N(CC)CC)C.C1(C)C=CC=CC=1. The product is [CH3:1][O:2][C:3]1[CH:4]=[C:5]2[C:10](=[CH:11][C:12]=1[O:13][CH3:14])[N:9]=[CH:8][CH:7]=[C:6]2[O:15][C:16]1[CH:22]=[CH:21][C:19]([NH:20][C:27](=[O:33])[O:26][CH2:24][CH2:41][N:37]([CH2:38][CH3:39])[CH2:35][CH3:36])=[CH:18][CH:17]=1. The yield is 0.610. (8) The reactants are Br[C:2]1[CH:3]=[C:4]2[CH:10]=[CH:9][N:8]([Si:11]([C:14]([CH3:17])([CH3:16])[CH3:15])([CH3:13])[CH3:12])[C:5]2=[N:6][CH:7]=1.C(=O)([O-])[O-].[Na+].[Na+]. The catalyst is COCCOC.C(OCC)(=O)C. The product is [C:14]([Si:11]([CH3:13])([CH3:12])[N:8]1[C:5]2=[N:6][CH:7]=[C:2]([C:4]3[CH:5]=[N:6][CH:7]=[CH:2][CH:3]=3)[CH:3]=[C:4]2[CH:10]=[CH:9]1)([CH3:17])([CH3:16])[CH3:15]. The yield is 0.570. (9) The reactants are [F:1][C:2]1[CH:7]=[CH:6][C:5]([N:8]2[C:17]3[C:12](=[CH:13][C:14]([CH:18]=O)=[CH:15][CH:16]=3)[C:11](=[O:20])[C:10]([C:21]([NH2:23])=[O:22])=[CH:9]2)=[CH:4][CH:3]=1.[CH3:24][C@H:25]1[O:30][C@@H:29]([CH3:31])[CH2:28][NH:27][CH2:26]1.C(O)(=O)C.C(O[BH-](OC(=O)C)OC(=O)C)(=O)C.[Na+]. The catalyst is ClCCl. The product is [CH3:24][C@H:25]1[CH2:26][N:27]([CH2:18][C:14]2[CH:13]=[C:12]3[C:17](=[CH:16][CH:15]=2)[N:8]([C:5]2[CH:4]=[CH:3][C:2]([F:1])=[CH:7][CH:6]=2)[CH:9]=[C:10]([C:21]([NH2:23])=[O:22])[C:11]3=[O:20])[CH2:28][C@@H:29]([CH3:31])[O:30]1. The yield is 0.380. (10) The reactants are Br[C:2]1[CH:7]=[CH:6][C:5]([O:8][CH2:9][O:10][CH3:11])=[C:4]([N+:12]([O-:14])=[O:13])[CH:3]=1.Cl.[C:16]([N:24]1[CH2:29][CH2:28][NH:27][CH2:26][CH2:25]1)(=[O:23])[C:17]1[CH:22]=[CH:21][CH:20]=[CH:19][CH:18]=1.C(=O)([O-])[O-].[Cs+].[Cs+]. The catalyst is C1(C)C=CC=CC=1.CS(C)=O.C1C=CC(/C=C/C(/C=C/C2C=CC=CC=2)=O)=CC=1.C1C=CC(/C=C/C(/C=C/C2C=CC=CC=2)=O)=CC=1.C1C=CC(/C=C/C(/C=C/C2C=CC=CC=2)=O)=CC=1.[Pd].[Pd].CC1C=CC(P(C2C=CC3C(=CC=CC=3)C=2C2C3C(=CC=CC=3)C=CC=2P(C2C=CC(C)=CC=2)C2C=CC(C)=CC=2)C2C=CC(C)=CC=2)=CC=1. The product is [CH3:11][O:10][CH2:9][O:8][C:5]1[CH:6]=[CH:7][C:2]([N:27]2[CH2:28][CH2:29][N:24]([C:16]([C:17]3[CH:18]=[CH:19][CH:20]=[CH:21][CH:22]=3)=[O:23])[CH2:25][CH2:26]2)=[CH:3][C:4]=1[N+:12]([O-:14])=[O:13]. The yield is 0.840.